From a dataset of Clinical trial toxicity outcomes and FDA approval status for drugs. Regression/Classification. Given a drug SMILES string, predict its toxicity properties. Task type varies by dataset: regression for continuous values (e.g., LD50, hERG inhibition percentage) or binary classification for toxic/non-toxic outcomes (e.g., AMES mutagenicity, cardiotoxicity, hepatotoxicity). Dataset: clintox. (1) The compound is COc1ccc2cc([C@H](C)C(=O)[O-])ccc2c1. The result is 0 (passed clinical trial). (2) The drug is COCC1=C(C(=O)OC(C)OC(=O)OC(C)C)N2C(=O)[C@@H](NC(=O)/C(=N\OC)c3csc(N)n3)[C@H]2SC1. The result is 0 (passed clinical trial). (3) The result is 0 (passed clinical trial). The drug is Cl[Cu]Cl. (4) The drug is CC(C)[NH2+]CC(O)COc1ccc(CC(N)=O)cc1. The result is 0 (passed clinical trial). (5) The drug is O=C(CCBr)N1CCN(C(=O)CCBr)CC1. The result is 0 (passed clinical trial).